This data is from Reaction yield outcomes from USPTO patents with 853,638 reactions. The task is: Predict the reaction yield, written as a fraction of the theoretical maximum amount of product (1.0 means a 100% yield; for example, 0.34 means a 34% yield). (1) The reactants are C(O)(=O)C.CCN(CC)CC.[C:12]([C@@H:14]([NH:22][C:23](=[O:29])[O:24][C:25]([CH3:28])([CH3:27])[CH3:26])[CH2:15][C:16]1[CH:21]=[CH:20][CH:19]=[CH:18][CH:17]=1)#[N:13].[N-:30]=[N+:31]=[N-:32].[Na+]. The yield is 0.850. The product is [C:16]1([CH2:15][C@H:14]([NH:22][C:23](=[O:29])[O:24][C:25]([CH3:26])([CH3:28])[CH3:27])[C:12]2[NH:32][N:31]=[N:30][N:13]=2)[CH:21]=[CH:20][CH:19]=[CH:18][CH:17]=1. The catalyst is C1(C)C=CC=CC=1. (2) No catalyst specified. The product is [Br:1][C:2]1[CH:3]=[N:4][N:5]([CH2:13][C:14]([F:17])([F:16])[F:15])[CH:6]=1. The reactants are [Br:1][C:2]1[CH:3]=[N:4][NH:5][CH:6]=1.FC(F)(F)S(O[CH2:13][C:14]([F:17])([F:16])[F:15])(=O)=O.C(=O)([O-])[O-].[Cs+].[Cs+].O1CCOCC1. The yield is 0.771.